Predict the product of the given reaction. From a dataset of Forward reaction prediction with 1.9M reactions from USPTO patents (1976-2016). (1) Given the reactants CO[C:3]1[CH:8]=[CH:7][N:6]=[CH:5][C:4]=1[N+:9]([O-:11])=[O:10].[CH3:12][C:13]([CH3:18])([CH2:16][NH2:17])[CH2:14][NH2:15], predict the reaction product. The product is: [N+:9]([C:4]1[CH:5]=[N:6][CH:7]=[CH:8][C:3]=1[NH:15][CH2:14][C:13]([CH3:18])([CH3:12])[CH2:16][NH2:17])([O-:11])=[O:10]. (2) Given the reactants [CH3:1][C:2]1[C:6]([CH2:7][N:8]2[CH:12]=[C:11]([N:13]3[C:17](=[O:18])[CH2:16][NH:15][C:14]3=[O:19])[CH:10]=[N:9]2)=[C:5]([CH3:20])[O:4][N:3]=1.[Cl:21][C:22]1[CH:30]=[CH:29][CH:28]=[CH:27][C:23]=1[CH2:24][CH2:25]Br, predict the reaction product. The product is: [Cl:21][C:22]1[CH:30]=[CH:29][CH:28]=[CH:27][C:23]=1[CH2:24][CH2:25][N:15]1[CH2:16][C:17](=[O:18])[N:13]([C:11]2[CH:10]=[N:9][N:8]([CH2:7][C:6]3[C:2]([CH3:1])=[N:3][O:4][C:5]=3[CH3:20])[CH:12]=2)[C:14]1=[O:19]. (3) Given the reactants [F:1][C:2]1[CH:7]=[C:6](/[CH:8]=[CH:9]/[N+:10]([O-:12])=[O:11])[C:5]([F:13])=[CH:4][C:3]=1[F:14].[CH2:15]([Mg]Cl)[CH:16]=[CH2:17], predict the reaction product. The product is: [F:1][C:2]1[CH:7]=[C:6]([CH:8]([CH2:17][CH:16]=[CH2:15])[CH2:9][N+:10]([O-:12])=[O:11])[C:5]([F:13])=[CH:4][C:3]=1[F:14]. (4) Given the reactants Cl[C:2]1[CH:7]=[C:6]([O:8][CH3:9])[N:5]=[C:4]([S:10][CH2:11][C:12]2[CH:17]=[CH:16][CH:15]=[C:14]([F:18])[C:13]=2[F:19])[N:3]=1.[C:20]([Si:24]([C:40]1[CH:45]=[CH:44][CH:43]=[CH:42][CH:41]=1)([C:34]1[CH:39]=[CH:38][CH:37]=[CH:36][CH:35]=1)[O:25][CH:26]1[CH2:29][N:28]([S:30]([NH2:33])(=[O:32])=[O:31])[CH2:27]1)([CH3:23])([CH3:22])[CH3:21].C1(P(C2CCCCC2)C2C=CC=CC=2C2C(C(C)C)=CC(C(C)C)=CC=2C(C)C)CCCCC1.C(=O)([O-])[O-].[Cs+].[Cs+], predict the reaction product. The product is: [Si:24]([O:25][CH:26]1[CH2:29][N:28]([S:30]([NH:33][C:2]2[CH:7]=[C:6]([O:8][CH3:9])[N:5]=[C:4]([S:10][CH2:11][C:12]3[CH:17]=[CH:16][CH:15]=[C:14]([F:18])[C:13]=3[F:19])[N:3]=2)(=[O:32])=[O:31])[CH2:27]1)([C:20]([CH3:23])([CH3:21])[CH3:22])([C:34]1[CH:35]=[CH:36][CH:37]=[CH:38][CH:39]=1)[C:40]1[CH:45]=[CH:44][CH:43]=[CH:42][CH:41]=1. (5) Given the reactants [F:1][C:2]1[CH:9]=[CH:8][C:5]([CH2:6]Br)=[CH:4][CH:3]=1.[Br:10][C:11]1[CH:12]=[C:13]2[C:17](=[CH:18][CH:19]=1)[NH:16][CH:15]=[CH:14]2, predict the reaction product. The product is: [Br:10][C:11]1[CH:12]=[C:13]2[C:17](=[CH:18][CH:19]=1)[N:16]([CH2:6][C:5]1[CH:8]=[CH:9][C:2]([F:1])=[CH:3][CH:4]=1)[CH:15]=[CH:14]2.